From a dataset of NCI-60 drug combinations with 297,098 pairs across 59 cell lines. Regression. Given two drug SMILES strings and cell line genomic features, predict the synergy score measuring deviation from expected non-interaction effect. (1) Drug 1: C1CCC(C1)C(CC#N)N2C=C(C=N2)C3=C4C=CNC4=NC=N3. Cell line: UO-31. Synergy scores: CSS=13.6, Synergy_ZIP=-5.17, Synergy_Bliss=-1.36, Synergy_Loewe=-3.85, Synergy_HSA=-1.23. Drug 2: C1=NC2=C(N=C(N=C2N1C3C(C(C(O3)CO)O)O)F)N. (2) Drug 1: C1CC(C1)(C(=O)O)C(=O)O.[NH2-].[NH2-].[Pt+2]. Drug 2: CN1C2=C(C=C(C=C2)N(CCCl)CCCl)N=C1CCCC(=O)O.Cl. Cell line: NCI-H460. Synergy scores: CSS=36.6, Synergy_ZIP=-4.07, Synergy_Bliss=-2.01, Synergy_Loewe=-7.89, Synergy_HSA=-1.12. (3) Drug 1: C1C(C(OC1N2C=C(C(=O)NC2=O)F)CO)O. Drug 2: CNC(=O)C1=NC=CC(=C1)OC2=CC=C(C=C2)NC(=O)NC3=CC(=C(C=C3)Cl)C(F)(F)F. Cell line: COLO 205. Synergy scores: CSS=30.1, Synergy_ZIP=0.214, Synergy_Bliss=-0.748, Synergy_Loewe=-19.8, Synergy_HSA=-1.31. (4) Drug 1: C1CCN(CC1)CCOC2=CC=C(C=C2)C(=O)C3=C(SC4=C3C=CC(=C4)O)C5=CC=C(C=C5)O. Drug 2: C1=NC(=NC(=O)N1C2C(C(C(O2)CO)O)O)N. Cell line: SK-MEL-28. Synergy scores: CSS=-5.59, Synergy_ZIP=6.55, Synergy_Bliss=9.26, Synergy_Loewe=-1.73, Synergy_HSA=-0.188. (5) Drug 1: C1CCC(C1)C(CC#N)N2C=C(C=N2)C3=C4C=CNC4=NC=N3. Drug 2: C1=NC2=C(N1)C(=S)N=CN2. Cell line: NCI-H460. Synergy scores: CSS=1.97, Synergy_ZIP=-2.44, Synergy_Bliss=-7.06, Synergy_Loewe=-14.2, Synergy_HSA=-7.44. (6) Drug 1: COC1=C(C=C2C(=C1)N=CN=C2NC3=CC(=C(C=C3)F)Cl)OCCCN4CCOCC4. Drug 2: C1=CC(=C2C(=C1NCCNCCO)C(=O)C3=C(C=CC(=C3C2=O)O)O)NCCNCCO. Cell line: U251. Synergy scores: CSS=60.3, Synergy_ZIP=5.87, Synergy_Bliss=4.83, Synergy_Loewe=6.91, Synergy_HSA=8.15. (7) Drug 1: CCCS(=O)(=O)NC1=C(C(=C(C=C1)F)C(=O)C2=CNC3=C2C=C(C=N3)C4=CC=C(C=C4)Cl)F. Drug 2: C1=CC=C(C=C1)NC(=O)CCCCCCC(=O)NO. Cell line: MDA-MB-435. Synergy scores: CSS=16.8, Synergy_ZIP=-6.45, Synergy_Bliss=-5.77, Synergy_Loewe=-11.3, Synergy_HSA=-5.33. (8) Drug 1: CC1CC(C(C(C=C(C(C(C=CC=C(C(=O)NC2=CC(=O)C(=C(C1)C2=O)OC)C)OC)OC(=O)N)C)C)O)OC. Drug 2: C1CCC(C(C1)[NH-])[NH-].C(=O)(C(=O)[O-])[O-].[Pt+4]. Cell line: NCI-H460. Synergy scores: CSS=75.6, Synergy_ZIP=1.56, Synergy_Bliss=-1.21, Synergy_Loewe=-3.61, Synergy_HSA=1.82. (9) Drug 1: CCC1=C2CN3C(=CC4=C(C3=O)COC(=O)C4(CC)O)C2=NC5=C1C=C(C=C5)O. Drug 2: CC1=C(C(=O)C2=C(C1=O)N3CC4C(C3(C2COC(=O)N)OC)N4)N. Cell line: ACHN. Synergy scores: CSS=62.8, Synergy_ZIP=-0.0623, Synergy_Bliss=1.09, Synergy_Loewe=-2.03, Synergy_HSA=2.29.